This data is from Reaction yield outcomes from USPTO patents with 853,638 reactions. The task is: Predict the reaction yield, written as a fraction of the theoretical maximum amount of product (1.0 means a 100% yield; for example, 0.34 means a 34% yield). (1) The catalyst is C(O)C.C(OCC)(=O)C.O.C([O-])(O)=O.[Na+]. The product is [NH2:1][C:4]1[CH:5]=[C:6]2[C:10](=[CH:11][CH:12]=1)[NH:9][C:8]([CH:13]([CH3:19])[C:14]([O:16][CH2:17][CH3:18])=[O:15])=[CH:7]2. The reactants are [N+:1]([C:4]1[CH:5]=[C:6]2[C:10](=[CH:11][CH:12]=1)[NH:9][C:8]([CH:13]([CH3:19])[C:14]([O:16][CH2:17][CH3:18])=[O:15])=[CH:7]2)([O-])=O.O.O.[Sn](Cl)(Cl)(Cl)Cl. The yield is 0.990. (2) The reactants are [N+:1]([C:4]1[C:8]2[CH:9]=[CH:10][CH:11]=[CH:12][C:7]=2[S:6][C:5]=1[S:13]([O-:16])(=[O:15])=[O:14])([O-:3])=[O:2].C(=O)([O-])[O-].[Ag+2:21].CCCCCC.C(OCC)(=O)C. The catalyst is C(#N)C.O. The product is [N+:1]([C:4]1[C:8]2[CH:9]=[CH:10][CH:11]=[CH:12][C:7]=2[S:6][C:5]=1[S:13]([O-:16])(=[O:14])=[O:15])([O-:3])=[O:2].[Ag+:21]. The yield is 0.982. (3) The reactants are [NH2:1][C:2]1[C:7]([N+:8]([O-])=O)=[CH:6][N:5]=[CH:4][C:3]=1[C:11]1[CH:12]=[C:13]([NH:18][CH2:19][CH2:20][N:21]([CH3:23])[CH3:22])[CH:14]=[C:15]([F:17])[CH:16]=1. The catalyst is CO.[Pd]. The product is [CH3:22][N:21]([CH3:23])[CH2:20][CH2:19][NH:18][C:13]1[CH:12]=[C:11]([C:3]2[C:2]([NH2:1])=[C:7]([NH2:8])[CH:6]=[N:5][CH:4]=2)[CH:16]=[C:15]([F:17])[CH:14]=1. The yield is 0.998. (4) The reactants are [PH:1](=[O:4])([OH:3])[OH:2].[C:5]1(O)[CH:10]=[CH:9][CH:8]=[CH:7][CH:6]=1.[CH:12]1(N=C=N[CH:12]2[CH2:17][CH2:16][CH2:15][CH2:14][CH2:13]2)[CH2:17][CH2:16][CH2:15][CH2:14][CH2:13]1.CCOC(C)=O. The catalyst is N1C=CC=CC=1. The product is [C:5]1([O:4][PH:1](=[O:3])[O:2][C:12]2[CH:17]=[CH:16][CH:15]=[CH:14][CH:13]=2)[CH:10]=[CH:9][CH:8]=[CH:7][CH:6]=1. The yield is 0.600.